From a dataset of Full USPTO retrosynthesis dataset with 1.9M reactions from patents (1976-2016). Predict the reactants needed to synthesize the given product. (1) Given the product [C:6]([C:8]1[CH:13]=[CH:12][C:11]([NH:14][C:27](=[O:28])[C:26]2[CH:30]=[CH:31][C:23]([N:17]3[CH2:22][CH2:21][CH2:20][CH2:19][CH2:18]3)=[CH:24][CH:25]=2)=[CH:10][CH:9]=1)([C:5]1[CH:15]=[CH:16][C:2]([NH:1][C:27](=[O:28])[C:26]2[CH:30]=[CH:31][C:23]([N:17]3[CH2:22][CH2:21][CH2:20][CH2:19][CH2:18]3)=[CH:24][CH:25]=2)=[CH:3][CH:4]=1)=[O:7], predict the reactants needed to synthesize it. The reactants are: [NH2:1][C:2]1[CH:16]=[CH:15][C:5]([C:6]([C:8]2[CH:13]=[CH:12][C:11]([NH2:14])=[CH:10][CH:9]=2)=[O:7])=[CH:4][CH:3]=1.[N:17]1([C:23]2[CH:31]=[CH:30][C:26]([C:27]([O-])=[O:28])=[CH:25][CH:24]=2)[CH2:22][CH2:21][CH2:20][CH2:19][CH2:18]1. (2) The reactants are: [F:1][C:2]1[CH:7]=[CH:6][C:5]([C:8]2[O:9][CH:10]=[C:11]([CH2:13][CH2:14][NH2:15])[N:12]=2)=[CH:4][CH:3]=1.[F:16][C:17]([F:30])([F:29])[C:18]1[O:22][N:21]=[C:20]([CH2:23][CH2:24][CH2:25][C:26](O)=[O:27])[N:19]=1. Given the product [F:1][C:2]1[CH:3]=[CH:4][C:5]([C:8]2[O:9][CH:10]=[C:11]([CH2:13][CH2:14][NH:15][C:26](=[O:27])[CH2:25][CH2:24][CH2:23][C:20]3[N:19]=[C:18]([C:17]([F:29])([F:30])[F:16])[O:22][N:21]=3)[N:12]=2)=[CH:6][CH:7]=1, predict the reactants needed to synthesize it. (3) Given the product [CH3:1][N:2]1[CH2:7][CH2:6][N:5]([C:8]2[CH:13]=[CH:12][C:11]([N+:14]([O-:16])=[O:15])=[CH:10][C:9]=2[CH2:17][N:27]2[CH2:28][CH2:29][N:24]([CH3:23])[CH2:25][CH2:26]2)[CH2:4][CH2:3]1, predict the reactants needed to synthesize it. The reactants are: [CH3:1][N:2]1[CH2:7][CH2:6][N:5]([C:8]2[CH:13]=[CH:12][C:11]([N+:14]([O-:16])=[O:15])=[CH:10][C:9]=2[CH2:17]O)[CH2:4][CH2:3]1.S(Cl)(Cl)=O.[CH3:23][N:24]1[CH2:29][CH2:28][NH:27][CH2:26][CH2:25]1.